From a dataset of Peptide-MHC class I binding affinity with 185,985 pairs from IEDB/IMGT. Regression. Given a peptide amino acid sequence and an MHC pseudo amino acid sequence, predict their binding affinity value. This is MHC class I binding data. (1) The peptide sequence is YNIRNLHI. The MHC is H-2-Kb with pseudo-sequence H-2-Kb. The binding affinity (normalized) is 0.0735. (2) The peptide sequence is NFWLNTLLF. The MHC is HLA-B15:09 with pseudo-sequence HLA-B15:09. The binding affinity (normalized) is 0.0847.